Dataset: Catalyst prediction with 721,799 reactions and 888 catalyst types from USPTO. Task: Predict which catalyst facilitates the given reaction. (1) Reactant: Cl[C:2]1[CH:11]=[CH:10][C:9]2[C:4](=[C:5]([O:12][CH:13]([CH3:19])[CH2:14][C:15]([CH3:18])([CH3:17])[CH3:16])[CH:6]=[CH:7][CH:8]=2)[N:3]=1.C[CH2:21][N:22](CC)CC. Product: [CH3:21][NH:22][C:2]1[CH:11]=[CH:10][C:9]2[C:4](=[C:5]([O:12][CH:13]([CH3:19])[CH2:14][C:15]([CH3:18])([CH3:17])[CH3:16])[CH:6]=[CH:7][CH:8]=2)[N:3]=1. The catalyst class is: 37. (2) Reactant: [C:1]([C:5]1[CH:9]=[C:8]([NH2:10])[N:7]([C:11]2[CH:16]=[CH:15][C:14]([CH3:17])=[CH:13][CH:12]=2)[N:6]=1)([CH3:4])([CH3:3])[CH3:2].C1N=CN([C:23](N2C=NC=C2)=[O:24])C=1.[NH2:30][C:31]1[C:40]2[C:35](=[CH:36][CH:37]=[CH:38][CH:39]=2)[C:34]([O:41][CH2:42][CH:43]([C:45]2[CH:50]=[CH:49][N:48]=[C:47]([NH:51][C:52](=[O:58])[O:53][C:54]([CH3:57])([CH3:56])[CH3:55])[CH:46]=2)[CH3:44])=[CH:33][CH:32]=1. Product: [C:1]([C:5]1[CH:9]=[C:8]([NH:10][C:23](=[O:24])[NH:30][C:31]2[C:40]3[C:35](=[CH:36][CH:37]=[CH:38][CH:39]=3)[C:34]([O:41][CH2:42][CH:43]([C:45]3[CH:50]=[CH:49][N:48]=[C:47]([NH:51][C:52](=[O:58])[O:53][C:54]([CH3:57])([CH3:56])[CH3:55])[CH:46]=3)[CH3:44])=[CH:33][CH:32]=2)[N:7]([C:11]2[CH:12]=[CH:13][C:14]([CH3:17])=[CH:15][CH:16]=2)[N:6]=1)([CH3:4])([CH3:3])[CH3:2]. The catalyst class is: 2. (3) Reactant: [NH2:1][C:2]1[CH:7]=[CH:6][C:5]([OH:8])=[CH:4][C:3]=1[N+:9]([O-:11])=[O:10].CN(C=O)C.N1C=CN=C1.[Si:22](Cl)([C:25]([CH3:28])([CH3:27])[CH3:26])([CH3:24])[CH3:23]. Product: [Si:22]([O:8][C:5]1[CH:6]=[CH:7][C:2]([NH2:1])=[C:3]([N+:9]([O-:11])=[O:10])[CH:4]=1)([C:25]([CH3:28])([CH3:27])[CH3:26])([CH3:24])[CH3:23]. The catalyst class is: 25. (4) Reactant: [Cl:1][C:2]1[N:7]=[CH:6][C:5]([C:8](=O)[CH3:9])=[CH:4][CH:3]=1.[CH2:11]([NH2:13])[CH3:12].CO. Product: [Cl:1][C:2]1[N:7]=[CH:6][C:5]([CH:8]([NH:13][CH2:11][CH3:12])[CH3:9])=[CH:4][CH:3]=1. The catalyst class is: 22. (5) Reactant: [NH2:1][C:2]1[CH:3]=[C:4]([OH:8])[CH:5]=[CH:6][CH:7]=1.[H-].[Na+].[ClH:11].[CH3:12][N:13]([CH3:17])[CH2:14][CH2:15][Cl:16].Cl. Product: [ClH:16].[ClH:11].[CH3:12][N:13]([CH3:17])[CH2:14][CH2:15][O:8][C:4]1[CH:3]=[C:2]([CH:7]=[CH:6][CH:5]=1)[NH2:1]. The catalyst class is: 18. (6) Reactant: [CH:1]1([N:5]2[CH2:11][CH2:10][C:9]3[CH:12]=[C:13]([CH:16](S(C4C=CC=CC=4)(=O)=O)[C:17](=[O:29])[CH2:18][CH:19]4[CH2:24][CH2:23][N:22]([C:25](=[O:28])[CH2:26][CH3:27])[CH2:21][CH2:20]4)[CH:14]=[CH:15][C:8]=3[CH2:7][CH2:6]2)[CH2:4][CH2:3][CH2:2]1.[Cl-].[NH4+].C(O)(=O)C.[OH-].[Na+]. Product: [CH:1]1([N:5]2[CH2:11][CH2:10][C:9]3[CH:12]=[C:13]([CH2:16][C:17](=[O:29])[CH2:18][CH:19]4[CH2:20][CH2:21][N:22]([C:25](=[O:28])[CH2:26][CH3:27])[CH2:23][CH2:24]4)[CH:14]=[CH:15][C:8]=3[CH2:7][CH2:6]2)[CH2:4][CH2:3][CH2:2]1. The catalyst class is: 490. (7) Reactant: [C:1]([O:6][CH:7]([O:9][C:10]([NH:12][CH2:13][C:14]1([CH2:20][C:21]([O:23]CC2C=CC=CC=2)=[O:22])[CH2:19][CH2:18][CH2:17][CH2:16][CH2:15]1)=[O:11])[CH3:8])(=[O:5])[CH:2]([CH3:4])[CH3:3].[H][H]. Product: [C:1]([O:6][CH:7]([O:9][C:10]([NH:12][CH2:13][C:14]1([CH2:20][C:21]([OH:23])=[O:22])[CH2:19][CH2:18][CH2:17][CH2:16][CH2:15]1)=[O:11])[CH3:8])(=[O:5])[CH:2]([CH3:4])[CH3:3]. The catalyst class is: 78.